Binary Classification. Given a drug SMILES string, predict its activity (active/inactive) in a high-throughput screening assay against a specified biological target. From a dataset of HIV replication inhibition screening data with 41,000+ compounds from the AIDS Antiviral Screen. (1) The drug is O=c1ccn(C2C=C(CO)C(O)C2O)c(=O)[nH]1. The result is 0 (inactive). (2) The compound is CC(=O)Nc1sc([N+](=O)[O-])cc1S(=O)(=O)c1ccc(Cl)cc1. The result is 0 (inactive). (3) The molecule is CC(C)=Nn1cnc(C(=N)C#N)c1N. The result is 0 (inactive). (4) The drug is COC1(OC)CC2C(=O)N(Cc3ccccc3)C1C=C2S(=O)(=O)c1ccccc1. The result is 0 (inactive). (5) The compound is Cn1ccc(=NS(=O)(=O)c2ccccc2)cc1. The result is 0 (inactive). (6) The molecule is COC(=O)C1C(=O)C(C(=O)OC)C23C(C)CCC12C(C(=O)OC)C(=O)C3C(=O)OC. The result is 0 (inactive).